From a dataset of Full USPTO retrosynthesis dataset with 1.9M reactions from patents (1976-2016). Predict the reactants needed to synthesize the given product. (1) Given the product [Cl:1][C:2]1[CH:3]=[C:4]([C:12]2[O:16][N:15]=[C:14]([C:17]3[CH:18]=[CH:19][C:20]([CH2:24][N:25]4[CH2:26][CH:27]([C:29]([OH:31])=[O:30])[CH2:28]4)=[N:21][C:22]=3[CH3:23])[N:13]=2)[CH:5]=[CH:6][C:7]=1[CH2:8][CH:9]([CH3:10])[CH3:11], predict the reactants needed to synthesize it. The reactants are: [Cl:1][C:2]1[CH:3]=[C:4]([C:12]2[O:16][N:15]=[C:14]([C:17]3[CH:18]=[CH:19][C:20]([CH2:24][N:25]4[CH2:28][CH:27]([C:29]([O:31]C)=[O:30])[CH2:26]4)=[N:21][C:22]=3[CH3:23])[N:13]=2)[CH:5]=[CH:6][C:7]=1[CH2:8][CH:9]([CH3:11])[CH3:10].[OH-].[Na+]. (2) Given the product [OH:8][C:9]1[CH:10]=[N:11][C:12]([C:15]2[CH:16]=[C:17]([CH:39]=[CH:40][CH:41]=2)[CH2:18][C:19]2[C:24](=[O:25])[CH:23]=[CH:22][N:21]([C:26]3[CH:27]=[N:28][N:29]([CH2:31][O:32][CH2:33][CH2:34][Si:35]([CH3:36])([CH3:37])[CH3:38])[CH:30]=3)[N:20]=2)=[N:13][CH:14]=1, predict the reactants needed to synthesize it. The reactants are: C([O:8][C:9]1[CH:10]=[N:11][C:12]([C:15]2[CH:16]=[C:17]([CH:39]=[CH:40][CH:41]=2)[CH2:18][C:19]2[C:24](=[O:25])[CH:23]=[CH:22][N:21]([C:26]3[CH:27]=[N:28][N:29]([CH2:31][O:32][CH2:33][CH2:34][Si:35]([CH3:38])([CH3:37])[CH3:36])[CH:30]=3)[N:20]=2)=[N:13][CH:14]=1)C1C=CC=CC=1.CCO. (3) Given the product [CH:12]1([C:15]2[CH:16]=[C:17]([CH3:27])[C:18]([N:21]3[CH2:22][CH2:23][N:24]([C:4]([C:3]4[CH:7]=[CH:8][C:9]([Br:11])=[CH:10][C:2]=4[Br:1])=[O:6])[CH2:25][CH2:26]3)=[N:19][CH:20]=2)[CH2:14][CH2:13]1, predict the reactants needed to synthesize it. The reactants are: [Br:1][C:2]1[CH:10]=[C:9]([Br:11])[CH:8]=[CH:7][C:3]=1[C:4]([OH:6])=O.[CH:12]1([C:15]2[CH:16]=[C:17]([CH3:27])[C:18]([N:21]3[CH2:26][CH2:25][NH:24][CH2:23][CH2:22]3)=[N:19][CH:20]=2)[CH2:14][CH2:13]1. (4) Given the product [CH2:7]([NH:11][C:5]([NH:4][CH2:3][CH2:2][Cl:1])=[O:6])[CH2:8][C:9]#[CH:10], predict the reactants needed to synthesize it. The reactants are: [Cl:1][CH2:2][CH2:3][N:4]=[C:5]=[O:6].[CH2:7]([NH2:11])[CH2:8][C:9]#[CH:10]. (5) Given the product [OH:35][NH:34][C:18]([CH2:17][CH2:16][C:13]1[CH:14]=[CH:15][C:10]([NH:9][C:1](=[O:8])[C:2]2[CH:7]=[CH:6][CH:5]=[CH:4][CH:3]=2)=[CH:11][CH:12]=1)=[O:20], predict the reactants needed to synthesize it. The reactants are: [C:1]([NH:9][C:10]1[CH:15]=[CH:14][C:13]([CH2:16][CH2:17][C:18]([OH:20])=O)=[CH:12][CH:11]=1)(=[O:8])[C:2]1[CH:7]=[CH:6][CH:5]=[CH:4][CH:3]=1.C(N1C=CN=C1)(N1C=CN=C1)=O.Cl.[NH2:34][OH:35].C(N)C. (6) Given the product [C:9]([O:8][C:7](=[O:13])[NH:6][C@H:4]([CH3:5])[C@@H:2]([OH:1])[CH2:3][NH:24][CH2:23][CH2:22][CH2:21][C:18]1[CH:17]=[CH:16][C:15]([F:14])=[CH:20][CH:19]=1)([CH3:12])([CH3:11])[CH3:10], predict the reactants needed to synthesize it. The reactants are: [O:1]1[CH2:3][C@H:2]1[C@H:4]([NH:6][C:7](=[O:13])[O:8][C:9]([CH3:12])([CH3:11])[CH3:10])[CH3:5].[F:14][C:15]1[CH:20]=[CH:19][C:18]([CH2:21][CH2:22][CH2:23][NH2:24])=[CH:17][CH:16]=1.FC(F)(F)S([O-])(=O)=O.[Li+]. (7) Given the product [I:11][C:10]1[C:3]2[C:2]([NH:22][CH:20]([C:17]3[CH:18]=[CH:19][C:14]([O:13][CH3:12])=[CH:15][CH:16]=3)[CH3:21])=[N:7][CH:6]=[N:5][C:4]=2[S:8][CH:9]=1, predict the reactants needed to synthesize it. The reactants are: Cl[C:2]1[C:3]2[C:10]([I:11])=[CH:9][S:8][C:4]=2[N:5]=[CH:6][N:7]=1.[CH3:12][O:13][C:14]1[CH:19]=[CH:18][C:17]([CH:20]([NH2:22])[CH3:21])=[CH:16][CH:15]=1.C(N(CC)CC)C.